This data is from Full USPTO retrosynthesis dataset with 1.9M reactions from patents (1976-2016). The task is: Predict the reactants needed to synthesize the given product. (1) The reactants are: FC(F)(F)C(O)=O.[CH:8]([O:11][C:12]1[CH:17]=[CH:16][C:15]([N:18]2[C:22]3[CH:23]=[CH:24][C:25](/[CH:27]=[CH:28]\[C:29]4[CH:34]=[CH:33][C:32]([C:35](O)([CH3:37])[CH3:36])=[CH:31][CH:30]=4)=[CH:26][C:21]=3[N:20]=[CH:19]2)=[CH:14][CH:13]=1)([CH3:10])[CH3:9].[N-:39]=[N+:40]=[N-:41].[Na+]. Given the product [N:39]([C:35]([C:32]1[CH:31]=[CH:30][C:29](/[CH:28]=[CH:27]\[C:25]2[CH:24]=[CH:23][C:22]3[N:18]([C:15]4[CH:14]=[CH:13][C:12]([O:11][CH:8]([CH3:9])[CH3:10])=[CH:17][CH:16]=4)[CH:19]=[N:20][C:21]=3[CH:26]=2)=[CH:34][CH:33]=1)([CH3:36])[CH3:37])=[N+:40]=[N-:41], predict the reactants needed to synthesize it. (2) The reactants are: C[O:2][C:3]1[CH:8]=[C:7]([N+:9]([O-:11])=[O:10])[CH:6]=[CH:5][C:4]=1[C:12]1[O:16][CH:15]=[N:14][CH:13]=1.B(Br)(Br)Br.C([O-])(O)=O.[Na+]. Given the product [N+:9]([C:7]1[CH:6]=[CH:5][C:4]([C:12]2[O:16][CH:15]=[N:14][CH:13]=2)=[C:3]([OH:2])[CH:8]=1)([O-:11])=[O:10], predict the reactants needed to synthesize it. (3) Given the product [CH3:21][C:12]1([C:16]([O:18][CH3:19])=[O:17])[CH2:13][CH2:14][CH2:15][C:9]2([O:8][C:7](=[O:20])[N:6]([CH2:1][C:2]([CH3:5])([CH3:4])[CH3:3])[CH2:10]2)[CH2:11]1, predict the reactants needed to synthesize it. The reactants are: [CH2:1]([N:6]1[CH2:10][C:9]2([CH2:15][CH2:14][CH2:13][CH:12]([C:16]([O:18][CH3:19])=[O:17])[CH2:11]2)[O:8][C:7]1=[O:20])[C:2]([CH3:5])([CH3:4])[CH3:3].[CH3:21][Si]([N-][Si](C)(C)C)(C)C.[Na+].IC. (4) Given the product [C:1]([O:5][C:6]([N:8]1[CH2:20][C@@H:19]([CH3:21])[N:18]2[C@H:10]([CH2:11][C:12]3[C:17]2=[N:16][C:15]([O:22][CH3:25])=[CH:14][CH:13]=3)[CH2:9]1)=[O:7])([CH3:4])([CH3:2])[CH3:3], predict the reactants needed to synthesize it. The reactants are: [C:1]([O:5][C:6]([N:8]1[CH2:20][C@@H:19]([CH3:21])[N:18]2[C@H:10]([CH2:11][C:12]3[C:17]2=[N:16][C:15]([OH:22])=[CH:14][CH:13]=3)[CH2:9]1)=[O:7])([CH3:4])([CH3:3])[CH3:2].[H-].[Na+].[CH3:25]I.O. (5) Given the product [CH2:8]([O:15][CH2:16][C@H:17]([NH:24][C:25]([O:27][C:28]([CH3:30])([CH3:29])[CH3:31])=[O:26])[C@H:18]([N:20]([CH2:21][CH2:22][O:23][S:33]([CH3:32])(=[O:35])=[O:34])[S:33]([CH3:32])(=[O:35])=[O:34])[CH3:19])[C:9]1[CH:10]=[CH:11][CH:12]=[CH:13][CH:14]=1, predict the reactants needed to synthesize it. The reactants are: C(N(CC)CC)C.[CH2:8]([O:15][CH2:16][C@H:17]([NH:24][C:25]([O:27][C:28]([CH3:31])([CH3:30])[CH3:29])=[O:26])[CH:18]([NH:20][CH2:21][CH2:22][OH:23])[CH3:19])[C:9]1[CH:14]=[CH:13][CH:12]=[CH:11][CH:10]=1.[CH3:32][S:33](Cl)(=[O:35])=[O:34]. (6) Given the product [CH2:1]([N:3]([CH2:44][C:43]1[CH:47]=[CH:48][C:40]([CH2:39][C:38]([CH3:50])([NH:37][CH3:36])[CH3:49])=[CH:41][CH:42]=1)[C:4]1[CH:9]=[C:8]([O:10][CH3:11])[CH:7]=[CH:6][C:5]=1[C@@H:12]1[CH2:21][CH2:20][C:19]2[CH:18]=[C:17]([OH:22])[CH:16]=[CH:15][C:14]=2[CH2:13]1)[CH3:2], predict the reactants needed to synthesize it. The reactants are: [CH2:1]([NH:3][C:4]1[CH:9]=[C:8]([O:10][CH3:11])[CH:7]=[CH:6][C:5]=1[C@@H:12]1[CH2:21][CH2:20][C:19]2[CH:18]=[C:17]([O:22]C(=O)C(C)(C)C)[CH:16]=[CH:15][C:14]=2[CH2:13]1)[CH3:2].C(OC([CH2:36][NH:37][C:38]([CH3:50])([CH3:49])[CH2:39][C:40]1[CH:48]=[CH:47][C:43]([C:44](O)=O)=[CH:42][CH:41]=1)=O)(C)(C)C.C(OC(CNC(C)(C)CC1C=CC(C(CCNC2C=C(OC)C=CC=2C2CCC3C=C(OC(=O)C(C)(C)C)C=CC=3C2)=O)=CC=1)=O)(C)(C)C. (7) Given the product [F:1][C:2]1[CH:3]=[C:4]2[C:8](=[CH:9][CH:10]=1)[NH:7][C:6](=[O:11])/[C:5]/2=[CH:25]\[C:21]1[NH:22][C:23]([CH3:24])=[C:19]([C:17]([NH:28][CH2:29][C@@H:30]([OH:38])[CH2:31][N:32]2[CH2:33][CH2:34][O:35][CH2:36][CH2:37]2)=[O:18])[C:20]=1[CH3:27], predict the reactants needed to synthesize it. The reactants are: [F:1][C:2]1[CH:3]=[C:4]2[C:8](=[CH:9][CH:10]=1)[NH:7][C:6](=[O:11])[CH2:5]2.N1([C:17]([C:19]2[C:20]([CH3:27])=[C:21]([CH:25]=O)[NH:22][C:23]=2[CH3:24])=[O:18])C=CN=C1.[NH2:28][CH2:29][C@@H:30]([OH:38])[CH2:31][N:32]1[CH2:37][CH2:36][O:35][CH2:34][CH2:33]1.C(N(CC)CC)C.